From a dataset of Full USPTO retrosynthesis dataset with 1.9M reactions from patents (1976-2016). Predict the reactants needed to synthesize the given product. (1) Given the product [Br:1][C:2]1[CH:7]=[CH:6][C:5]([O:8][CH:10]([C:14]2[CH:24]=[CH:23][C:17]([C:18]([O:20][CH2:21][CH3:22])=[O:19])=[CH:16][CH:15]=2)[CH2:11][CH2:12][CH3:13])=[CH:4][CH:3]=1, predict the reactants needed to synthesize it. The reactants are: [Br:1][C:2]1[CH:7]=[CH:6][C:5]([OH:8])=[CH:4][CH:3]=1.O[CH:10]([C:14]1[CH:24]=[CH:23][C:17]([C:18]([O:20][CH2:21][CH3:22])=[O:19])=[CH:16][CH:15]=1)[CH2:11][CH2:12][CH3:13].C1(P(C2C=CC=CC=2)C2C=CC=CC=2)C=CC=CC=1.CC(OC(/N=N/C(OC(C)C)=O)=O)C. (2) Given the product [CH3:32][C:18]1[CH:19]=[C:20]([O:24][CH2:25][CH2:26][CH2:27][S:28]([CH3:31])(=[O:30])=[O:29])[CH:21]=[C:22]([CH3:23])[C:17]=1[C:39]1[CH:38]=[CH:37][CH:36]=[C:35]([CH:33]=[O:34])[CH:40]=1, predict the reactants needed to synthesize it. The reactants are: CN(C)C(=O)C.C(N(C(C)C)CC)(C)C.Br[C:17]1[C:22]([CH3:23])=[CH:21][C:20]([O:24][CH2:25][CH2:26][CH2:27][S:28]([CH3:31])(=[O:30])=[O:29])=[CH:19][C:18]=1[CH3:32].[CH:33]([C:35]1[CH:36]=[C:37](B(O)O)[CH:38]=[CH:39][CH:40]=1)=[O:34]. (3) Given the product [NH2:7][CH:8]([CH2:9][CH2:10][C:11]1[CH:16]=[CH:15][CH:14]=[CH:13][CH:12]=1)[C@@H:17]([C:18]1[S:19][CH:20]=[CH:21][N:22]=1)[OH:23], predict the reactants needed to synthesize it. The reactants are: C(OC(=O)[NH:7][C@H:8]([CH:17]([OH:23])[C:18]1[S:19][CH:20]=[CH:21][N:22]=1)[CH2:9][CH2:10][C:11]1[CH:16]=[CH:15][CH:14]=[CH:13][CH:12]=1)(C)(C)C.FC(F)(F)C(O)=O. (4) Given the product [C:4]([C:3]1[CH:7]=[C:8]([C:11]2[NH:15][C:14]([C:16]3[CH:21]=[CH:20][CH:19]=[CH:18][CH:17]=3)=[N:13][C:12]=2[C:22]2[CH:27]=[CH:26][N:25]=[CH:24][CH:23]=2)[CH:9]=[CH:10][C:2]=1[S:36][CH2:34][CH3:35])([OH:6])=[O:5], predict the reactants needed to synthesize it. The reactants are: F[C:2]1[CH:10]=[CH:9][C:8]([C:11]2[NH:15][C:14]([C:16]3[CH:21]=[CH:20][CH:19]=[CH:18][CH:17]=3)=[N:13][C:12]=2[C:22]2[CH:27]=[CH:26][N:25]=[CH:24][CH:23]=2)=[CH:7][C:3]=1[C:4]([OH:6])=[O:5].C([O-])([O-])=O.[Cs+].[Cs+].[CH2:34]([S-:36])[CH3:35].[Na+].Cl. (5) Given the product [Br:1][C:2]1[CH:7]=[C:6]([NH:16][C@@H:12]([CH2:14][CH3:15])[CH3:13])[C:5]([N+:9]([O-:11])=[O:10])=[CH:4][N:3]=1, predict the reactants needed to synthesize it. The reactants are: [Br:1][C:2]1[CH:7]=[C:6](Br)[C:5]([N+:9]([O-:11])=[O:10])=[CH:4][N:3]=1.[C@H:12]([NH2:16])([CH2:14][CH3:15])[CH3:13].C(N(CC)CC)C. (6) Given the product [Br:1][C:2]1[CH:7]=[CH:6][C:5]([O:8][Si:16]([CH:20]([CH3:22])[CH3:21])([CH:17]([CH3:19])[CH3:18])[CH:13]([CH3:15])[CH3:14])=[CH:4][C:3]=1[O:9][CH3:10], predict the reactants needed to synthesize it. The reactants are: [Br:1][C:2]1[CH:7]=[CH:6][C:5]([OH:8])=[CH:4][C:3]=1[O:9][CH3:10].[H-].[Na+].[CH:13]([Si:16](Cl)([CH:20]([CH3:22])[CH3:21])[CH:17]([CH3:19])[CH3:18])([CH3:15])[CH3:14].C1([O-])C=CC=CC=1. (7) Given the product [CH3:1][C:2]1([CH3:21])[CH2:7][O:6][C:5]([CH2:15][S:16][CH2:17][C:18]([N:44]2[C@@H:43]([C:37]3[CH:38]=[CH:39][CH:40]=[CH:41][CH:42]=3)[CH2:47][O:46][C:45]2=[O:48])=[O:19])([C:8]2[CH:13]=[CH:12][C:11]([CH3:14])=[CH:10][CH:9]=2)[O:4][CH2:3]1, predict the reactants needed to synthesize it. The reactants are: [CH3:1][C:2]1([CH3:21])[CH2:7][O:6][C:5]([CH2:15][S:16][CH2:17][C:18](O)=[O:19])([C:8]2[CH:13]=[CH:12][C:11]([CH3:14])=[CH:10][CH:9]=2)[O:4][CH2:3]1.C1(N=C=NC2CCCCC2)CCCCC1.[C:37]1([C@H:43]2[CH2:47][O:46][C:45](=[O:48])[NH:44]2)[CH:42]=[CH:41][CH:40]=[CH:39][CH:38]=1.